This data is from Peptide-MHC class I binding affinity with 185,985 pairs from IEDB/IMGT. The task is: Regression. Given a peptide amino acid sequence and an MHC pseudo amino acid sequence, predict their binding affinity value. This is MHC class I binding data. (1) The peptide sequence is TPGPGTRYPL. The MHC is HLA-B35:03 with pseudo-sequence HLA-B35:03. The binding affinity (normalized) is 0.131. (2) The peptide sequence is LPFYSNVTGF. The MHC is HLA-B15:01 with pseudo-sequence HLA-B15:01. The binding affinity (normalized) is 0.313. (3) The peptide sequence is ATEDPSSGY. The MHC is HLA-A26:01 with pseudo-sequence HLA-A26:01. The binding affinity (normalized) is 0.0847. (4) The peptide sequence is YMREVGAAL. The MHC is HLA-B15:17 with pseudo-sequence HLA-B15:17. The binding affinity (normalized) is 0.601. (5) The peptide sequence is ELVRKTRFL. The MHC is HLA-A26:01 with pseudo-sequence HLA-A26:01. The binding affinity (normalized) is 0.0847. (6) The peptide sequence is QKYNQGQY. The MHC is Mamu-B17 with pseudo-sequence Mamu-B17. The binding affinity (normalized) is 0.